Dataset: Reaction yield outcomes from USPTO patents with 853,638 reactions. Task: Predict the reaction yield, written as a fraction of the theoretical maximum amount of product (1.0 means a 100% yield; for example, 0.34 means a 34% yield). The reactants are [N+:1]([C:4]1[CH:13]=[CH:12][C:7]2[NH:8][C:9](=O)[NH:10][C:6]=2[CH:5]=1)([O-:3])=[O:2].[C:14]([O-:17])([O-])=O.[K+].[K+].I[CH3:21].O. The catalyst is CN(C=O)C. The product is [CH3:21][N:8]1[C:7]2[CH:12]=[CH:13][C:4]([N+:1]([O-:3])=[O:2])=[CH:5][C:6]=2[N:10]([CH3:9])[C:14]1=[O:17]. The yield is 0.860.